Predict the reactants needed to synthesize the given product. From a dataset of Full USPTO retrosynthesis dataset with 1.9M reactions from patents (1976-2016). (1) Given the product [Cl:1][C:2]1[CH:7]=[CH:6][C:5]([C@H:8]2[C@H:13]([OH:14])[C@@H:12]([OH:15])[C@H:11]([OH:16])[C@@H:10]([CH2:17][OH:18])[O:9]2)=[CH:4][C:3]=1[CH2:19][C:20]1[CH:21]=[CH:22][C:23]([O:26][CH2:34]/[CH:35]=[CH:36]/[CH:37]2[CH2:39][CH2:38]2)=[CH:24][CH:25]=1, predict the reactants needed to synthesize it. The reactants are: [Cl:1][C:2]1[CH:7]=[CH:6][C:5]([C@H:8]2[C@H:13]([OH:14])[C@@H:12]([OH:15])[C@H:11]([OH:16])[C@@H:10]([CH2:17][OH:18])[O:9]2)=[CH:4][C:3]=1[CH2:19][C:20]1[CH:25]=[CH:24][C:23]([OH:26])=[CH:22][CH:21]=1.C([O-])([O-])=O.[Cs+].[Cs+].Br[CH2:34]/[CH:35]=[CH:36]/[CH:37]1[CH2:39][CH2:38]1. (2) Given the product [Cl:47][C:44]1[CH:43]=[CH:42][C:41]([CH2:40][C@@H:39]([NH:48][C:49]([C@@H:51]2[CH2:60][C:59]3[C:54](=[CH:55][CH:56]=[CH:57][CH:58]=3)[CH2:53][NH:52]2)=[O:50])[C:38]([N:35]2[CH2:36][CH2:37][N:32]([C:27]3[CH:28]=[CH:29][CH:30]=[CH:31][C:26]=3[NH:25][S:85]([CH2:84][C:79]3[CH:80]=[CH:81][CH:82]=[CH:83][C:78]=3[N+:75]([O-:77])=[O:76])(=[O:86])=[O:87])[CH2:33][CH2:34]2)=[O:68])=[CH:46][CH:45]=1, predict the reactants needed to synthesize it. The reactants are: CS(NC1C=CC=CC=1N1CCN(C(OC(C)(C)C)=O)CC1)(=O)=O.[NH2:25][C:26]1[CH:31]=[CH:30][CH:29]=[CH:28][C:27]=1[N:32]1[CH2:37][CH2:36][N:35]([C:38](=[O:68])[C@H:39]([NH:48][C:49]([C@@H:51]2[CH2:60][C:59]3[C:54](=[CH:55][CH:56]=[CH:57][CH:58]=3)[CH2:53][N:52]2C(OC(C)(C)C)=O)=[O:50])[CH2:40][C:41]2[CH:46]=[CH:45][C:44]([Cl:47])=[CH:43][CH:42]=2)[CH2:34][CH2:33]1.N1C=CC=CC=1.[N+:75]([C:78]1[CH:83]=[CH:82][CH:81]=[CH:80][C:79]=1[CH2:84][S:85](Cl)(=[O:87])=[O:86])([O-:77])=[O:76].Cl. (3) The reactants are: F[C:2]1[CH:7]=[CH:6][CH:5]=[C:4]([F:8])[C:3]=1[N+:9]([O-:11])=[O:10].[C:12]([NH:19][CH:20]1[CH2:25][CH2:24][NH:23][CH2:22][CH2:21]1)([O:14][C:15]([CH3:18])([CH3:17])[CH3:16])=[O:13]. Given the product [F:8][C:4]1[C:3]([N+:9]([O-:11])=[O:10])=[C:2]([N:23]2[CH2:22][CH2:21][CH:20]([NH:19][C:12](=[O:13])[O:14][C:15]([CH3:17])([CH3:16])[CH3:18])[CH2:25][CH2:24]2)[CH:7]=[CH:6][CH:5]=1, predict the reactants needed to synthesize it.